From a dataset of Forward reaction prediction with 1.9M reactions from USPTO patents (1976-2016). Predict the product of the given reaction. (1) Given the reactants [CH3:1]C(C)([O-])C.[K+].[Br:7][C:8]1[CH:24]=[CH:23][C:11]2[N:12]([CH2:16][CH2:17][N:18]3[CH2:22][CH2:21][CH2:20][CH2:19]3)[C:13](=[O:15])[NH:14][C:10]=2[CH:9]=1.IC.C([O-])(O)=O.[Na+], predict the reaction product. The product is: [Br:7][C:8]1[CH:24]=[CH:23][C:11]2[N:12]([CH2:16][CH2:17][N:18]3[CH2:22][CH2:21][CH2:20][CH2:19]3)[C:13](=[O:15])[N:14]([CH3:1])[C:10]=2[CH:9]=1. (2) Given the reactants [C:1]([O:6][CH2:7][CH3:8])(=[O:5])[CH:2]([CH3:4])[CH3:3].Br[CH2:10][CH2:11][Cl:12].[NH4+].[Cl-], predict the reaction product. The product is: [Cl:12][CH2:11][CH2:10][C:2]([CH3:4])([CH3:3])[C:1]([O:6][CH2:7][CH3:8])=[O:5]. (3) Given the reactants [CH3:1][O:2][C:3](=O)[C@H:4]([CH2:6][CH:7]([CH3:9])[CH3:8])[NH2:5].O[CH2:12][C@@H:13](N)[CH2:14]C(C)C.OCCN.C(=O)C(C)C, predict the reaction product. The product is: [CH:13]([CH:1]1[NH:5][C@@H:4]([CH2:6][CH:7]([CH3:9])[CH3:8])[CH2:3][O:2]1)([CH3:14])[CH3:12]. (4) Given the reactants [N:1]([CH2:4][CH:5]([C:7]1[CH:12]=[CH:11][C:10]([S:13][CH3:14])=[CH:9][CH:8]=1)[OH:6])=[N+]=[N-].C([O-])=O.[NH4+], predict the reaction product. The product is: [NH2:1][CH2:4][CH:5]([C:7]1[CH:12]=[CH:11][C:10]([S:13][CH3:14])=[CH:9][CH:8]=1)[OH:6]. (5) Given the reactants [C:1]([C:3](=[C:12](OCC)[CH3:13])[C:4]([NH:6][C:7](=[O:11])OCC)=[O:5])#[N:2].[CH3:17][CH:18]([OH:21])[CH2:19][NH2:20].[CH2:22](O)C, predict the reaction product. The product is: [OH:21][CH:18]([CH3:17])[CH2:19][N:20]1[C:12]([CH3:13])=[C:3]([C:1]#[N:2])[C:4](=[O:5])[N:6]([CH3:22])[C:7]1=[O:11]. (6) Given the reactants [F:1][C:2]1[CH:7]=[CH:6][CH:5]=[C:4](/[CH:8]=[CH:9]/[C:10]2[CH:15]=[CH:14][C:13]([N+:16]([O-])=O)=[CH:12][CH:11]=2)[CH:3]=1, predict the reaction product. The product is: [F:1][C:2]1[CH:3]=[C:4](/[CH:8]=[CH:9]/[C:10]2[CH:11]=[CH:12][C:13]([NH2:16])=[CH:14][CH:15]=2)[CH:5]=[CH:6][CH:7]=1.